This data is from Full USPTO retrosynthesis dataset with 1.9M reactions from patents (1976-2016). The task is: Predict the reactants needed to synthesize the given product. (1) Given the product [NH2:2][C@H:11]([C:10]([OH:17])=[O:16])[CH2:12][C:13]([OH:15])=[O:14], predict the reactants needed to synthesize it. The reactants are: [OH-].[NH4+:2].C1(=O)OC(=O)C=C1.[C:10]([OH:17])(=[O:16])/[CH:11]=[CH:12]\[C:13]([OH:15])=[O:14].N. (2) Given the product [N:1]1([C:6]2([CH:11]([NH2:12])[C:13]3[CH:18]=[CH:17][CH:16]=[CH:15][CH:14]=3)[CH2:10][CH2:9][CH2:8][CH2:7]2)[CH2:5][CH:4]=[CH:3][CH2:2]1, predict the reactants needed to synthesize it. The reactants are: [N:1]1([C:6]2([C:11]#[N:12])[CH2:10][CH2:9][CH2:8][CH2:7]2)[CH2:5][CH:4]=[CH:3][CH2:2]1.[C:13]1([Li])[CH:18]=[CH:17][CH:16]=[CH:15][CH:14]=1.C(OCCCC)CCC.[BH4-].[Na+].NC(C1C=CC=CC=1)C1(N(C)C)CCCC1. (3) The reactants are: [CH2:1]([N:3]1[C:7]2=[N:8][C:9]([CH:26]=O)=[C:10]([CH2:19][CH2:20][C:21]([O:23][CH2:24][CH3:25])=[O:22])[C:11]([C:12]3[CH:13]=[N:14][CH:15]=[C:16]([CH3:18])[CH:17]=3)=[C:6]2[CH:5]=[N:4]1)[CH3:2].[NH:28]1[CH2:33][CH2:32][O:31][CH2:30][CH2:29]1.C([BH3-])#N.[Na+].Cl.[OH-].[Na+]. Given the product [CH2:1]([N:3]1[C:7]2=[N:8][C:9]([CH2:26][N:28]3[CH2:33][CH2:32][O:31][CH2:30][CH2:29]3)=[C:10]([CH2:19][CH2:20][C:21]([O:23][CH2:24][CH3:25])=[O:22])[C:11]([C:12]3[CH:13]=[N:14][CH:15]=[C:16]([CH3:18])[CH:17]=3)=[C:6]2[CH:5]=[N:4]1)[CH3:2], predict the reactants needed to synthesize it. (4) Given the product [Br:1][C:2]1[C:3](=[O:18])[C@H:4]2[C@@H:8]([C:9]=1[C:10]1[CH:15]=[CH:14][C:13]([OH:16])=[CH:12][CH:11]=1)[CH2:7][CH2:6][CH2:5]2, predict the reactants needed to synthesize it. The reactants are: [Br:1][C:2]1[C:3](=[O:18])[CH:4]2[CH:8]([C:9]=1[C:10]1[CH:15]=[CH:14][C:13]([O:16]C)=[CH:12][CH:11]=1)[CH2:7][CH2:6][CH2:5]2.CCCCCCC.CC(O)C.C(O)(C(F)(F)F)=O. (5) Given the product [Cl:27][C:22]1[C:23]([CH2:25][N:13]2[CH2:12][CH2:11][N:10]([CH2:9][CH2:8][O:1][C:2]3[CH:7]=[CH:6][CH:5]=[CH:4][CH:3]=3)[CH2:15][CH2:14]2)=[CH:24][C:18]2[O:17][CH2:16][O:20][C:19]=2[CH:21]=1, predict the reactants needed to synthesize it. The reactants are: [O:1]([CH2:8][CH2:9][N:10]1[CH2:15][CH2:14][NH:13][CH2:12][CH2:11]1)[C:2]1[CH:7]=[CH:6][CH:5]=[CH:4][CH:3]=1.[CH2:16]1[O:20][C:19]2[CH:21]=[C:22]([Cl:27])[C:23]([CH2:25]Cl)=[CH:24][C:18]=2[O:17]1.CCN(CC)CC.